From a dataset of Forward reaction prediction with 1.9M reactions from USPTO patents (1976-2016). Predict the product of the given reaction. (1) Given the reactants [NH2:1][C:2]1[NH:3][C:4]2[CH:10]=[C:9]([CH:11]=[C:12]3[S:16][C:15](=[N:17][C:18]4[CH:23]=[CH:22][CH:21]=[CH:20][C:19]=4[Br:24])[NH:14][C:13]3=[O:25])[CH:8]=[CH:7][C:5]=2[N:6]=1.[CH3:26][N:27]([CH2:29][C:30](O)=[O:31])[CH3:28].CN(C(ON1N=NC2C=CC=CC1=2)=[N+](C)C)C.F[P-](F)(F)(F)(F)F.C(N(CC)CC)C, predict the reaction product. The product is: [Br:24][C:19]1[CH:20]=[CH:21][CH:22]=[CH:23][C:18]=1[N:17]=[C:15]1[NH:14][C:13](=[O:25])[C:12](=[CH:11][C:9]2[CH:8]=[CH:7][C:5]3[N:6]=[C:2]([NH:1][C:30](=[O:31])[CH2:29][N:27]([CH3:28])[CH3:26])[NH:3][C:4]=3[CH:10]=2)[S:16]1. (2) Given the reactants [F:1][C:2]1[CH:3]=[C:4]([N:20]2[CH2:24][C@H:23]([CH2:25][NH:26][C:27](=O)[CH:28]([F:30])[F:29])[O:22][C:21]2=[O:32])[CH:5]=[C:6]([F:19])[C:7]=1[N:8]1[CH2:13][CH2:12][CH:11]([N:14]2[CH:18]=[N:17][N:16]=[N:15]2)[CH2:10][CH2:9]1.COC1C=CC(P2(SP(C3C=CC(OC)=CC=3)(=S)S2)=[S:42])=CC=1, predict the reaction product. The product is: [F:1][C:2]1[CH:3]=[C:4]([N:20]2[CH2:24][C@H:23]([CH2:25][NH:26][C:27](=[S:42])[CH:28]([F:30])[F:29])[O:22][C:21]2=[O:32])[CH:5]=[C:6]([F:19])[C:7]=1[N:8]1[CH2:13][CH2:12][CH:11]([N:14]2[CH:18]=[N:17][N:16]=[N:15]2)[CH2:10][CH2:9]1. (3) Given the reactants F[C:2]1[C:3]([C:8]2[N:12]=[C:11]([C:13]3[CH:18]=[C:17]([C:19]#[N:20])[CH:16]=[C:15]([F:21])[CH:14]=3)[O:10][N:9]=2)=[N:4][CH:5]=[CH:6][CH:7]=1.[CH3:22][N:23]([CH3:29])[CH2:24][CH2:25][CH2:26][CH2:27][O-:28].[K+].O1CCOCCOCCOCCOCCOCC1, predict the reaction product. The product is: [CH3:22][N:23]([CH3:29])[CH2:24][CH2:25][CH2:26][CH2:27][O:28][C:2]1[C:3]([C:8]2[N:12]=[C:11]([C:13]3[CH:14]=[C:15]([F:21])[CH:16]=[C:17]([C:19]#[N:20])[CH:18]=3)[O:10][N:9]=2)=[N:4][CH:5]=[CH:6][CH:7]=1.